This data is from Reaction yield outcomes from USPTO patents with 853,638 reactions. The task is: Predict the reaction yield, written as a fraction of the theoretical maximum amount of product (1.0 means a 100% yield; for example, 0.34 means a 34% yield). (1) The reactants are C(OC(=O)C([C:10]1[CH:15]=[CH:14][C:13]([O:16][CH2:17][CH:18]2[CH2:20][CH2:19]2)=[C:12]([C:21]2[CH:26]=[CH:25][N:24]=[CH:23][CH:22]=2)[CH:11]=1)CC(C)C)C.[OH2:28].[OH-:29].[Li+]. The catalyst is CO.C1COCC1.O. The product is [CH:18]1([CH2:17][O:16][C:13]2[C:12]([C:21]3[CH:26]=[CH:25][N:24]=[CH:23][CH:22]=3)=[CH:11][CH:10]=[CH:15][C:14]=2[C:12]([CH3:21])([CH3:13])[CH2:11][CH2:10][C:15]([OH:29])=[O:28])[CH2:20][CH2:19]1. The yield is 0.400. (2) The reactants are [F:1][C:2]([F:23])([F:22])[C:3]1[N:8]2[N:9]=[CH:10][CH:11]=[C:7]2[N:6]=[C:5]([C:12]2[CH:17]=[CH:16][C:15]([C:18]([F:21])([F:20])[F:19])=[CH:14][CH:13]=2)[CH:4]=1.CC([O-])=O.[Na+].[I:29]Cl. The catalyst is C(O)(=O)C.O. The product is [I:29][C:11]1[CH:10]=[N:9][N:8]2[C:3]([C:2]([F:1])([F:22])[F:23])=[CH:4][C:5]([C:12]3[CH:13]=[CH:14][C:15]([C:18]([F:21])([F:20])[F:19])=[CH:16][CH:17]=3)=[N:6][C:7]=12. The yield is 1.00. (3) The reactants are I[C:2]1[C:7](=[O:8])[NH:6][CH:5]=[C:4]([C:9]([O:11][CH2:12][CH3:13])=[O:10])[CH:3]=1.C(=O)([O-])[O-].[K+].[K+].[SH:20][CH2:21][CH2:22][OH:23]. The catalyst is CN(C)C=O.[Cu]I. The product is [OH:23][CH2:22][CH2:21][S:20][C:2]1[C:7](=[O:8])[NH:6][CH:5]=[C:4]([C:9]([O:11][CH2:12][CH3:13])=[O:10])[CH:3]=1. The yield is 0.880. (4) The reactants are [Cl:1][C:2]1[CH:3]=[C:4]([C:13](=O)[CH3:14])[CH:5]=[N:6][C:7]=1[O:8][CH2:9][CH:10]([F:12])[F:11].[CH3:16][C:17]([S@:20]([NH2:22])=[O:21])([CH3:19])[CH3:18]. No catalyst specified. The product is [Cl:1][C:2]1[CH:3]=[C:4]([CH:13]([NH:22][S@@:20]([C:17]([CH3:19])([CH3:18])[CH3:16])=[O:21])[CH3:14])[CH:5]=[N:6][C:7]=1[O:8][CH2:9][CH:10]([F:12])[F:11]. The yield is 0.850. (5) The reactants are S(=O)(=O)(O)O.[CH2:6](O)[CH3:7].[Cl:9][C:10]1[CH:15]=[CH:14][C:13]([CH2:16][C:17]([OH:19])=[O:18])=[CH:12][CH:11]=1. The catalyst is C1C=CC=CC=1. The product is [Cl:9][C:10]1[CH:11]=[CH:12][C:13]([CH2:16][C:17]([O:19][CH2:6][CH3:7])=[O:18])=[CH:14][CH:15]=1. The yield is 1.00. (6) The reactants are [CH3:1][O:2][C:3]([C:5]1[S:6][C:7]([C:11]2[CH2:16][CH2:15][CH2:14][CH2:13][CH:12]=2)=[CH:8][C:9]=1[NH2:10])=[O:4].Br[C:18]1[CH:23]=[CH:22][CH:21]=[CH:20][CH:19]=1.C(=O)([O-])[O-].[Cs+].[Cs+].C1C=CC(P(C2C(C3C(P(C4C=CC=CC=4)C4C=CC=CC=4)=CC=C4C=3C=CC=C4)=C3C(C=CC=C3)=CC=2)C2C=CC=CC=2)=CC=1. The catalyst is O1CCOCC1.C(Cl)Cl.C1C=CC(/C=C/C(/C=C/C2C=CC=CC=2)=O)=CC=1.C1C=CC(/C=C/C(/C=C/C2C=CC=CC=2)=O)=CC=1.C1C=CC(/C=C/C(/C=C/C2C=CC=CC=2)=O)=CC=1.[Pd].[Pd]. The product is [CH3:1][O:2][C:3]([C:5]1[S:6][C:7]([C:11]2[CH2:16][CH2:15][CH2:14][CH2:13][CH:12]=2)=[CH:8][C:9]=1[NH:10][C:18]1[CH:23]=[CH:22][CH:21]=[CH:20][CH:19]=1)=[O:4]. The yield is 0.760.